From a dataset of Peptide-MHC class I binding affinity with 185,985 pairs from IEDB/IMGT. Regression. Given a peptide amino acid sequence and an MHC pseudo amino acid sequence, predict their binding affinity value. This is MHC class I binding data. The peptide sequence is LVKESMASLK. The MHC is HLA-A29:02 with pseudo-sequence HLA-A29:02. The binding affinity (normalized) is 0.